Dataset: Full USPTO retrosynthesis dataset with 1.9M reactions from patents (1976-2016). Task: Predict the reactants needed to synthesize the given product. (1) Given the product [F:1][C:9]1[CH:10]=[C:11]([CH:15]=[C:16]([N+:18]([O-:20])=[O:19])[CH:17]=1)[C:12]([OH:14])=[O:13], predict the reactants needed to synthesize it. The reactants are: [F:1][B-](F)(F)F.N#[O+].N[C:9]1[CH:10]=[C:11]([CH:15]=[C:16]([N+:18]([O-:20])=[O:19])[CH:17]=1)[C:12]([OH:14])=[O:13].ClC1C=CC=CC=1Cl. (2) Given the product [CH3:1][O:2][C:3](=[O:27])[CH2:4][C:5]1[CH:10]=[C:9]([CH:36]2[CH2:38][CH2:37]2)[CH:8]=[C:7]([O:19][Si:20]([C:23]([CH3:26])([CH3:25])[CH3:24])([CH3:22])[CH3:21])[CH:6]=1, predict the reactants needed to synthesize it. The reactants are: [CH3:1][O:2][C:3](=[O:27])[CH2:4][C:5]1[CH:10]=[C:9](OS(C(F)(F)F)(=O)=O)[CH:8]=[C:7]([O:19][Si:20]([C:23]([CH3:26])([CH3:25])[CH3:24])([CH3:22])[CH3:21])[CH:6]=1.P([O-])([O-])([O-])=O.[K+].[K+].[K+].[CH:36]1(B(O)O)[CH2:38][CH2:37]1.C1(P(C2CCCCC2)C2CCCCC2)CCCCC1. (3) The reactants are: [SH:1][C:2]1[N:10]=[CH:9][CH:8]=[CH:7][C:3]=1[C:4]([OH:6])=[O:5].Br[CH2:12][CH2:13][C:14]([F:17])([F:16])[F:15]. Given the product [F:15][C:14]([F:17])([F:16])[CH2:13][CH2:12][S:1][C:2]1[N:10]=[CH:9][CH:8]=[CH:7][C:3]=1[C:4]([OH:6])=[O:5], predict the reactants needed to synthesize it. (4) Given the product [NH2:1][C@H:2]1[CH2:7][CH2:6][CH2:5][CH2:4][C@H:3]1[NH:8][C:9]1[N:10]=[C:11]([NH:17][C:18]2[S:19][N:20]=[C:21]3[C:26]=2[CH:25]=[CH:24][CH:23]=[N:22]3)[C:12]([C:15]([NH2:16])=[O:33])=[N:13][CH:14]=1, predict the reactants needed to synthesize it. The reactants are: [NH2:1][C@H:2]1[CH2:7][CH2:6][CH2:5][CH2:4][C@H:3]1[NH:8][C:9]1[N:10]=[C:11]([NH:17][C:18]2[S:19][N:20]=[C:21]3[C:26]=2[CH:25]=[CH:24][CH:23]=[N:22]3)[C:12]([C:15]#[N:16])=[N:13][CH:14]=1.[OH-].[Na+].OO.CC(O)=[O:33]. (5) The reactants are: [CH3:1][O:2][CH2:3][CH2:4][C:5]([NH:7][NH:8][C:9]([CH:11]1[CH2:16][CH:15]([C:17]2[CH:22]=[CH:21][C:20]([O:23][C:24]([F:27])([F:26])[F:25])=[CH:19][CH:18]=2)[CH2:14][N:13]([C:28]([N:30]2[CH2:35][CH2:34][O:33][CH2:32][CH2:31]2)=[O:29])[CH2:12]1)=O)=O.COC1C=CC(P2(SP(C3C=CC(OC)=CC=3)(=S)S2)=[S:45])=CC=1. Given the product [CH3:1][O:2][CH2:3][CH2:4][C:5]1[S:45][C:9]([CH:11]2[CH2:16][CH:15]([C:17]3[CH:22]=[CH:21][C:20]([O:23][C:24]([F:27])([F:26])[F:25])=[CH:19][CH:18]=3)[CH2:14][N:13]([C:28]([N:30]3[CH2:35][CH2:34][O:33][CH2:32][CH2:31]3)=[O:29])[CH2:12]2)=[N:8][N:7]=1, predict the reactants needed to synthesize it.